From a dataset of Full USPTO retrosynthesis dataset with 1.9M reactions from patents (1976-2016). Predict the reactants needed to synthesize the given product. (1) Given the product [C:8]([O:7][C:6]([NH:5][CH2:4][C:3]1[CH:13]=[CH:14][CH:15]=[CH:16][C:2]=1/[CH:25]=[CH:26]/[C:27]([O:29][CH2:30][CH3:31])=[O:28])=[O:12])([CH3:11])([CH3:10])[CH3:9], predict the reactants needed to synthesize it. The reactants are: Br[C:2]1[CH:16]=[CH:15][CH:14]=[CH:13][C:3]=1[CH2:4][NH:5][C:6](=[O:12])[O:7][C:8]([CH3:11])([CH3:10])[CH3:9].CC1(C)C(C)(C)OB(/[CH:25]=[CH:26]/[C:27]([O:29][CH2:30][CH3:31])=[O:28])O1.P([O-])([O-])([O-])=O.[K+].[K+].[K+].C1(C)C=CC=CC=1. (2) Given the product [CH3:1][C:2]([CH3:19])([CH3:18])[CH2:3][O:4][CH2:5][C:6]1[CH:7]=[CH:8][C:9]([CH:10]=[O:11])=[CH:16][CH:17]=1, predict the reactants needed to synthesize it. The reactants are: [CH3:1][C:2]([CH3:19])([CH3:18])[CH2:3][O:4][CH2:5][C:6]1[CH:17]=[CH:16][C:9]([C:10](N(OC)C)=[O:11])=[CH:8][CH:7]=1.[H-].C([Al+]CC(C)C)C(C)C.Cl. (3) The reactants are: [C:1]([O:5][CH3:6])(=[O:4])[CH:2]=[CH2:3].C1(C)C=CC=CC=1P(C1C=CC=CC=1C)C1C=CC=CC=1C.[CH2:29]([O:36][C:37]1[CH:38]=[C:39]([C:44](Br)=[CH:45][N:46]=1)[C:40]([O:42][CH3:43])=[O:41])[C:30]1[CH:35]=[CH:34][CH:33]=[CH:32][CH:31]=1. Given the product [CH2:29]([O:36][C:37]1[CH:38]=[C:39]([C:44]([CH:3]=[CH:2][C:1]([O:5][CH3:6])=[O:4])=[CH:45][N:46]=1)[C:40]([O:42][CH3:43])=[O:41])[C:30]1[CH:35]=[CH:34][CH:33]=[CH:32][CH:31]=1, predict the reactants needed to synthesize it. (4) Given the product [C:1]([Si:5]([CH3:29])([CH3:28])[O:6][C:7]1[CH:8]=[C:9]([CH:10]=[CH:11][C:12]=1[O:13][CH3:14])[C:15]([C:16]1[CH:17]=[CH:18][C:19]([Cl:26])=[C:20]([S:22]([NH2:25])(=[O:23])=[O:24])[CH:21]=1)=[O:27])([CH3:4])([CH3:3])[CH3:2], predict the reactants needed to synthesize it. The reactants are: [C:1]([Si:5]([CH3:29])([CH3:28])[O:6][C:7]1[CH:8]=[C:9]([CH:15]([OH:27])[C:16]2[CH:17]=[CH:18][C:19]([Cl:26])=[C:20]([S:22]([NH2:25])(=[O:24])=[O:23])[CH:21]=2)[CH:10]=[CH:11][C:12]=1[O:13][CH3:14])([CH3:4])([CH3:3])[CH3:2].CC(C)=O.OS(O)(=O)=O.O=[Cr](=O)=O. (5) The reactants are: I[C:2]1[CH:7]=[C:6]([N+:8]([O-:10])=[O:9])[CH:5]=[C:4]([O:11][CH3:12])[CH:3]=1.[F:13][C:14]1[CH:15]=[C:16](B(O)O)[CH:17]=[CH:18][CH:19]=1. Given the product [F:13][C:14]1[CH:19]=[C:18]([C:2]2[CH:3]=[C:4]([O:11][CH3:12])[CH:5]=[C:6]([N+:8]([O-:10])=[O:9])[CH:7]=2)[CH:17]=[CH:16][CH:15]=1, predict the reactants needed to synthesize it. (6) Given the product [Br:8][C:4]1[C:3]2[O:9][CH2:16][C:17](=[O:18])[NH:1][C:2]=2[CH:7]=[CH:6][CH:5]=1, predict the reactants needed to synthesize it. The reactants are: [NH2:1][C:2]1[CH:7]=[CH:6][CH:5]=[C:4]([Br:8])[C:3]=1[OH:9].C(=O)(O)[O-].[Na+].Cl[CH2:16][C:17](Cl)=[O:18]. (7) Given the product [Cl-:20].[Cl:20][C:21]1[CH:28]=[CH:27][CH:26]=[CH:25][C:22]=1[CH2:23][P+:7]([C:1]1[CH:2]=[CH:3][CH:4]=[CH:5][CH:6]=1)([C:8]1[CH:13]=[CH:12][CH:11]=[CH:10][CH:9]=1)[C:14]1[CH:15]=[CH:16][CH:17]=[CH:18][CH:19]=1, predict the reactants needed to synthesize it. The reactants are: [C:1]1([P:7]([C:14]2[CH:19]=[CH:18][CH:17]=[CH:16][CH:15]=2)[C:8]2[CH:13]=[CH:12][CH:11]=[CH:10][CH:9]=2)[CH:6]=[CH:5][CH:4]=[CH:3][CH:2]=1.[Cl:20][C:21]1[CH:28]=[CH:27][CH:26]=[CH:25][C:22]=1[CH2:23]Cl. (8) The reactants are: C(O[CH:5]1[CH2:9][O:8][C@@H:7]([CH2:10][O:11][C:12](=[O:19])[C:13]2[CH:18]=[CH:17][CH:16]=[CH:15][CH:14]=2)[O:6]1)(=O)C.[Si](I)(C)(C)C.C[Si](N[Si](C)(C)C)(C)C.[NH2:34][C:35]1[N:43]=[C:42]2[C:38]([NH:39][CH:40]=[N:41]2)=[C:37]([NH:44][CH:45]2[CH2:47][CH2:46]2)[N:36]=1.C(=O)(O)[O-].[Na+]. Given the product [C:12]([OH:19])(=[O:11])[C:13]1[CH:18]=[CH:17][CH:16]=[CH:15][CH:14]=1.[NH2:34][C:35]1[N:43]=[C:42]2[C:38]([N:39]=[CH:40][N:41]2[CH:5]2[CH2:9][O:8][C@@H:7]([CH2:10][O:11][C:12](=[O:19])[C:13]3[CH:14]=[CH:15][CH:16]=[CH:17][CH:18]=3)[O:6]2)=[C:37]([NH:44][CH:45]2[CH2:47][CH2:46]2)[N:36]=1.[CH:13]1([NH:34][C:35]2[N:43]=[C:42]3[C:38]([NH:39][CH:40]=[N:41]3)=[CH:37][N:36]=2)[CH2:12][CH2:18]1, predict the reactants needed to synthesize it.